Dataset: Forward reaction prediction with 1.9M reactions from USPTO patents (1976-2016). Task: Predict the product of the given reaction. (1) Given the reactants [Cl:1][C:2]1[CH:31]=[CH:30][C:5]([CH2:6][N:7]2[C:15]3[C:10](=[CH:11][C:12]([CH:16]=[C:17]4[S:21][C:20]([N:22]([CH3:28])[CH:23]5[CH2:27][CH2:26][NH:25][CH2:24]5)=[N:19][C:18]4=[O:29])=[CH:13][CH:14]=3)[CH:9]=[N:8]2)=[C:4]([C:32]([F:35])([F:34])[F:33])[CH:3]=1.C(=O)([O-])[O-].[K+].[K+].Br[CH2:43][C:44]([NH2:46])=[O:45], predict the reaction product. The product is: [Cl:1][C:2]1[CH:31]=[CH:30][C:5]([CH2:6][N:7]2[C:15]3[C:10](=[CH:11][C:12]([CH:16]=[C:17]4[S:21][C:20]([N:22]([CH3:28])[C@@H:23]5[CH2:27][CH2:26][N:25]([CH2:43][C:44]([NH2:46])=[O:45])[CH2:24]5)=[N:19][C:18]4=[O:29])=[CH:13][CH:14]=3)[CH:9]=[N:8]2)=[C:4]([C:32]([F:35])([F:34])[F:33])[CH:3]=1. (2) Given the reactants [CH:1]1([OH:7])[CH2:6][CH2:5][CH2:4][CH:3]=[CH:2]1.[H-].[Na+].[CH2:10](Br)[C:11]1[CH:16]=[CH:15][CH:14]=[CH:13][CH:12]=1.O, predict the reaction product. The product is: [CH:1]1([O:7][CH2:10][C:11]2[CH:16]=[CH:15][CH:14]=[CH:13][CH:12]=2)[CH2:6][CH2:5][CH2:4][CH:3]=[CH:2]1. (3) Given the reactants Br[C:2]1[CH:3]=[CH:4][C:5]2[O:9][C:8]([CH2:10][OH:11])=[CH:7][C:6]=2[CH:12]=1.C([Sn](CCCC)(CCCC)[C:18]1[CH:23]=[N:22][CH:21]=[CH:20][N:19]=1)CCC, predict the reaction product. The product is: [N:19]1[CH:20]=[CH:21][N:22]=[CH:23][C:18]=1[C:2]1[CH:3]=[CH:4][C:5]2[O:9][C:8]([CH2:10][OH:11])=[CH:7][C:6]=2[CH:12]=1. (4) Given the reactants [CH:1]1([CH2:7]Br)[CH2:6][CH2:5][CH2:4][CH2:3][CH2:2]1.[C:9]([O:13][C:14](=[O:32])[CH2:15][NH:16][S:17]([C:20]1[CH:29]=[C:28]2[C:23]([C:24]([Cl:31])=[CH:25][N:26]=[C:27]2[Cl:30])=[CH:22][CH:21]=1)(=[O:19])=[O:18])([CH3:12])([CH3:11])[CH3:10].C([O-])([O-])=O.[K+].[K+], predict the reaction product. The product is: [C:9]([O:13][C:14](=[O:32])[CH2:15][N:16]([CH2:7][CH:1]1[CH2:6][CH2:5][CH2:4][CH2:3][CH2:2]1)[S:17]([C:20]1[CH:29]=[C:28]2[C:23]([C:24]([Cl:31])=[CH:25][N:26]=[C:27]2[Cl:30])=[CH:22][CH:21]=1)(=[O:19])=[O:18])([CH3:12])([CH3:10])[CH3:11]. (5) Given the reactants [CH3:1][O:2][CH2:3][CH2:4][O:5][C:6]1[C:7]([NH2:19])=[N:8][CH:9]=[C:10]([O:12][C:13]2[CH:18]=[CH:17][CH:16]=[CH:15][CH:14]=2)[CH:11]=1.[C:20](N1C=CN=C1)([N:22]1C=CN=C1)=[S:21].[NH4+].[OH-].O, predict the reaction product. The product is: [CH3:1][O:2][CH2:3][CH2:4][O:5][C:6]1[C:7]([NH:19][C:20]([NH2:22])=[S:21])=[N:8][CH:9]=[C:10]([O:12][C:13]2[CH:18]=[CH:17][CH:16]=[CH:15][CH:14]=2)[CH:11]=1.